Task: Predict the product of the given reaction.. Dataset: Forward reaction prediction with 1.9M reactions from USPTO patents (1976-2016) Given the reactants [OH-].[Na+].[S:3]1[CH2:7][C:6](=[O:8])[NH:5][C:4]1=[O:9].[F:10][C:11]([F:25])([F:24])[C:12]1[CH:13]=[C:14]([CH:17]=[C:18]([C:20]([F:23])([F:22])[F:21])[CH:19]=1)[CH2:15]Br.O, predict the reaction product. The product is: [F:10][C:11]([F:24])([F:25])[C:12]1[CH:13]=[C:14]([CH:17]=[C:18]([C:20]([F:23])([F:21])[F:22])[CH:19]=1)[CH2:15][N:5]1[C:6](=[O:8])[CH2:7][S:3][C:4]1=[O:9].